This data is from Forward reaction prediction with 1.9M reactions from USPTO patents (1976-2016). The task is: Predict the product of the given reaction. (1) Given the reactants [N+:1]([C:4]1[CH:5]=[C:6]([CH2:10][CH2:11][NH2:12])[CH:7]=[CH:8][CH:9]=1)([O-:3])=[O:2].[CH2:13]([O:20][C:21]1[CH:22]=[CH:23][C:24]([C@@H:32]([O:35][Si:36]([C:39]([CH3:42])([CH3:41])[CH3:40])([CH3:38])[CH3:37])[CH2:33]Br)=[C:25]2[C:30]=1[NH:29][C:28](=[O:31])[CH:27]=[CH:26]2)[C:14]1[CH:19]=[CH:18][CH:17]=[CH:16][CH:15]=1.[I-].[Na+].C(=O)([O-])O.[Na+], predict the reaction product. The product is: [CH2:13]([O:20][C:21]1[CH:22]=[CH:23][C:24]([C@@H:32]([O:35][Si:36]([C:39]([CH3:40])([CH3:42])[CH3:41])([CH3:38])[CH3:37])[CH2:33][NH:12][CH2:11][CH2:10][C:6]2[CH:7]=[CH:8][CH:9]=[C:4]([N+:1]([O-:3])=[O:2])[CH:5]=2)=[C:25]2[C:30]=1[NH:29][C:28](=[O:31])[CH:27]=[CH:26]2)[C:14]1[CH:15]=[CH:16][CH:17]=[CH:18][CH:19]=1. (2) Given the reactants [CH3:1][C:2]1[CH:6]=[C:5]([CH2:7]O)[N:4]([C:9]2[CH:14]=[CH:13][CH:12]=[CH:11][CH:10]=2)[N:3]=1.C1(P(C2C=CC=CC=2)C2C=CC=CC=2)C=CC=CC=1.[C:34]1(=[O:44])[NH:38][C:37](=[O:39])[C:36]2=[CH:40][CH:41]=[CH:42][CH:43]=[C:35]12.N(C(OCC)=O)=NC(OCC)=O, predict the reaction product. The product is: [CH3:1][C:2]1[CH:6]=[C:5]([CH2:7][N:38]2[C:34](=[O:44])[C:35]3[C:36](=[CH:40][CH:41]=[CH:42][CH:43]=3)[C:37]2=[O:39])[N:4]([C:9]2[CH:14]=[CH:13][CH:12]=[CH:11][CH:10]=2)[N:3]=1.